Dataset: Peptide-MHC class I binding affinity with 185,985 pairs from IEDB/IMGT. Task: Regression. Given a peptide amino acid sequence and an MHC pseudo amino acid sequence, predict their binding affinity value. This is MHC class I binding data. (1) The peptide sequence is QVPSLQYLA. The MHC is Mamu-A02 with pseudo-sequence Mamu-A02. The binding affinity (normalized) is 0. (2) The peptide sequence is MALMKLAAL. The MHC is Patr-A0301 with pseudo-sequence Patr-A0301. The binding affinity (normalized) is 0.00574. (3) The peptide sequence is QINELHHSK. The MHC is HLA-A03:01 with pseudo-sequence HLA-A03:01. The binding affinity (normalized) is 0.463.